This data is from Experimentally validated miRNA-target interactions with 360,000+ pairs, plus equal number of negative samples. The task is: Binary Classification. Given a miRNA mature sequence and a target amino acid sequence, predict their likelihood of interaction. (1) The miRNA is hsa-miR-3158-5p with sequence CCUGCAGAGAGGAAGCCCUUC. The protein sequence of the target gene is MGRNKKKKKRDGDDRRPRLVLNFDEEKRREYLTGFHKRKVERKKAAIEEIKQRLKQEQKKLREERHQEYLKMLAEREEALEEADELERLVTAKTESVQYDHPNHTVTVTTISDLDLSGARLLGLPLPEQGDQDGSQEEEMSSLEKPTKALPRKSKDPLLSQRISSLTATLHAHSRKKVKRKHPRRAQDSTKKPPSATRTSKTQRRRRMTGKARHNGE. Result: 0 (no interaction). (2) The miRNA is hsa-miR-4505 with sequence AGGCUGGGCUGGGACGGA. The protein sequence of the target gene is MATPQSIFIFAICILMITELILASKSYYDILGVPKSASERQIKKAFHKLAMKYHPDKNKSPDAEAKFREIAEAYETLSDANRRKEYDTLGHSAFTSGKGQRGSGSSFEQSFNFNFDDLFKDFGFFGQNQNTGSKKRFENHFQTRQDGGSSRQRHHFQEFSFGGGLFDDMFEDMEKMFSFSGFDSTNQHTVQTENRFHGSSKHCRTVTQRRGNMVTTYTDCSGQ. Result: 1 (interaction). (3) The miRNA is hsa-miR-6853-3p with sequence UGUUCAUUGGAACCCUGCGCAG. The protein sequence of the target gene is MVSHSELRKLFYSADAVCFDVDSTVIREEGIDELAKICGVEDAVSEMTRRAMGGAVPFKAALTERLALIQPSREQVQRLIAEQPPHLTPGIRELVSRLQERNVQVFLISGGFRSIVEHVASKLNIPATNVFANRLKFYFNGEYAGFDETQPTAESGGKGKVIKLLKEKFHFKKIIMIGDGATDMEACPPADAFIGFGGNVIRQQVKDNAKWYITDFVELLGELEE. Result: 0 (no interaction).